This data is from NCI-60 drug combinations with 297,098 pairs across 59 cell lines. The task is: Regression. Given two drug SMILES strings and cell line genomic features, predict the synergy score measuring deviation from expected non-interaction effect. (1) Drug 1: CCC1=C2CN3C(=CC4=C(C3=O)COC(=O)C4(CC)O)C2=NC5=C1C=C(C=C5)O. Drug 2: COCCOC1=C(C=C2C(=C1)C(=NC=N2)NC3=CC=CC(=C3)C#C)OCCOC.Cl. Cell line: UO-31. Synergy scores: CSS=21.9, Synergy_ZIP=0.327, Synergy_Bliss=9.26, Synergy_Loewe=1.49, Synergy_HSA=10.2. (2) Drug 2: CCC1=CC2CC(C3=C(CN(C2)C1)C4=CC=CC=C4N3)(C5=C(C=C6C(=C5)C78CCN9C7C(C=CC9)(C(C(C8N6C)(C(=O)OC)O)OC(=O)C)CC)OC)C(=O)OC.C(C(C(=O)O)O)(C(=O)O)O. Cell line: BT-549. Drug 1: COC1=C(C=C2C(=C1)N=CN=C2NC3=CC(=C(C=C3)F)Cl)OCCCN4CCOCC4. Synergy scores: CSS=68.8, Synergy_ZIP=0.605, Synergy_Bliss=1.50, Synergy_Loewe=1.86, Synergy_HSA=4.84. (3) Drug 1: C1=CC=C(C(=C1)C(C2=CC=C(C=C2)Cl)C(Cl)Cl)Cl. Drug 2: CC1=C(C(=O)C2=C(C1=O)N3CC4C(C3(C2COC(=O)N)OC)N4)N. Cell line: SF-295. Synergy scores: CSS=21.9, Synergy_ZIP=-1.00, Synergy_Bliss=-2.41, Synergy_Loewe=-50.5, Synergy_HSA=-3.84. (4) Drug 1: CS(=O)(=O)CCNCC1=CC=C(O1)C2=CC3=C(C=C2)N=CN=C3NC4=CC(=C(C=C4)OCC5=CC(=CC=C5)F)Cl. Drug 2: C1CN(P(=O)(OC1)NCCCl)CCCl. Cell line: NCI-H226. Synergy scores: CSS=-3.56, Synergy_ZIP=-0.0805, Synergy_Bliss=-4.15, Synergy_Loewe=-7.59, Synergy_HSA=-6.70. (5) Synergy scores: CSS=54.7, Synergy_ZIP=-2.26, Synergy_Bliss=-4.12, Synergy_Loewe=-32.0, Synergy_HSA=-3.62. Drug 1: CC1CCC2CC(C(=CC=CC=CC(CC(C(=O)C(C(C(=CC(C(=O)CC(OC(=O)C3CCCCN3C(=O)C(=O)C1(O2)O)C(C)CC4CCC(C(C4)OC)O)C)C)O)OC)C)C)C)OC. Cell line: K-562. Drug 2: CC=C1C(=O)NC(C(=O)OC2CC(=O)NC(C(=O)NC(CSSCCC=C2)C(=O)N1)C(C)C)C(C)C. (6) Drug 1: CCC1=CC2CC(C3=C(CN(C2)C1)C4=CC=CC=C4N3)(C5=C(C=C6C(=C5)C78CCN9C7C(C=CC9)(C(C(C8N6C)(C(=O)OC)O)OC(=O)C)CC)OC)C(=O)OC.C(C(C(=O)O)O)(C(=O)O)O. Drug 2: COC1=NC(=NC2=C1N=CN2C3C(C(C(O3)CO)O)O)N. Cell line: BT-549. Synergy scores: CSS=54.0, Synergy_ZIP=1.68, Synergy_Bliss=4.27, Synergy_Loewe=-56.2, Synergy_HSA=2.40.